From a dataset of Reaction yield outcomes from USPTO patents with 853,638 reactions. Predict the reaction yield, written as a fraction of the theoretical maximum amount of product (1.0 means a 100% yield; for example, 0.34 means a 34% yield). (1) The reactants are [Br:1][C:2]1[CH:7]=[CH:6][C:5]([NH:8][NH:9][C:10]([NH2:12])=[O:11])=[CH:4][CH:3]=1.[CH2:13](OC(OCC)OCC)C. No catalyst specified. The product is [Br:1][C:2]1[CH:3]=[CH:4][C:5]([N:8]2[CH:13]=[N:12][C:10](=[O:11])[NH:9]2)=[CH:6][CH:7]=1. The yield is 0.730. (2) The catalyst is O. The yield is 0.750. The reactants are [CH2:1]([NH:4][C:5]1[N:6]=[C:7](Cl)[C:8]2[CH:13]=[CH:12][N:11]([CH3:14])[C:9]=2[N:10]=1)[CH2:2][CH3:3].C(O)CCC.C(=O)([O-])[O-].[K+].[K+].Cl.[NH:28]1[CH2:33][CH2:32][CH:31]([OH:34])[CH2:30][CH2:29]1. The product is [CH2:1]([NH:4][C:5]1[N:6]=[C:7]([N:28]2[CH2:33][CH2:32][CH:31]([OH:34])[CH2:30][CH2:29]2)[C:8]2[CH:13]=[CH:12][N:11]([CH3:14])[C:9]=2[N:10]=1)[CH2:2][CH3:3]. (3) The reactants are [Br:1][C:2]1[CH:7]=[C:6]([NH2:8])[C:5]([NH2:9])=[C:4]([N+:10]([O-:12])=[O:11])[CH:3]=1.[CH3:13][C:14](=O)CC(=O)C. The catalyst is CCO.Cl. The product is [Br:1][C:2]1[CH:3]=[C:4]([N+:10]([O-:12])=[O:11])[C:5]2[N:9]=[C:13]([CH3:14])[NH:8][C:6]=2[CH:7]=1. The yield is 0.900. (4) The reactants are [CH:1]([O:4][C:5]1[CH:10]=[C:9]([C:11](F)(F)F)[CH:8]=[CH:7][C:6]=1[CH2:15][NH2:16])([CH3:3])[CH3:2].C1N=CN([C:22](N2C=NC=C2)=[O:23])C=1.[NH2:29][C:30]1[C:35]2[O:36][CH2:37][C:38](=[O:40])[NH:39][C:34]=2[CH:33]=[CH:32][CH:31]=1. The catalyst is C1COCC1.CN(C=O)C. The product is [CH:1]([O:4][C:5]1[CH:10]=[C:9]([CH3:11])[CH:8]=[CH:7][C:6]=1[CH2:15][NH:16][C:22]([NH:29][C:30]1[C:35]2[O:36][CH2:37][C:38](=[O:40])[NH:39][C:34]=2[CH:33]=[CH:32][CH:31]=1)=[O:23])([CH3:3])[CH3:2]. The yield is 0.240. (5) The reactants are [CH:1]([N:4](CC)C(C)C)(C)[CH3:2].BrCC#N.[N:14]([C:17]1[CH:46]=[CH:45][C:20]([CH2:21][O:22][C:23]([NH:25][CH2:26][C@@H:27]([S:42][S:43][CH3:44])[CH2:28][CH2:29][C@H:30]([NH:34][C:35]([O:37][C:38]([CH3:41])([CH3:40])[CH3:39])=[O:36])[C:31]([OH:33])=[O:32])=[O:24])=[CH:19][CH:18]=1)=[N+:15]=[N-:16]. The catalyst is C(#N)C. The product is [N:14]([C:17]1[CH:18]=[CH:19][C:20]([CH2:21][O:22][C:23]([NH:25][CH2:26][C@@H:27]([S:42][S:43][CH3:44])[CH2:28][CH2:29][C@H:30]([NH:34][C:35]([O:37][C:38]([CH3:39])([CH3:40])[CH3:41])=[O:36])[C:31]([O:33][CH2:2][C:1]#[N:4])=[O:32])=[O:24])=[CH:45][CH:46]=1)=[N+:15]=[N-:16]. The yield is 0.890.